This data is from Full USPTO retrosynthesis dataset with 1.9M reactions from patents (1976-2016). The task is: Predict the reactants needed to synthesize the given product. (1) Given the product [CH3:27][C:26]([CH3:29])([CH3:28])[C:25]([O:31][CH2:32][N:14]1[C:15](=[O:17])[C:16]2[N:8]([CH2:1][C:2]3[CH:7]=[CH:6][CH:5]=[CH:4][CH:3]=3)[CH:9]=[N:10][C:11]=2[N:12]([CH2:19][O:22][C:36](=[O:37])[C:2]([CH3:7])([CH3:3])[CH3:1])[C:13]1=[O:18])=[O:30], predict the reactants needed to synthesize it. The reactants are: [CH2:1]([N:8]1[C:16]2[C:15](=[O:17])[NH:14][C:13](=[O:18])[NH:12][C:11]=2[N:10]=[CH:9]1)[C:2]1[CH:7]=[CH:6][CH:5]=[CH:4][CH:3]=1.[C:19](=[O:22])([O-])[O-].[K+].[K+].[C:25]([O:31][CH2:32]Cl)(=[O:30])[C:26]([CH3:29])([CH3:28])[CH3:27].CN(C)[CH:36]=[O:37]. (2) Given the product [CH3:22][O:18][C:17](=[O:19])[CH2:16][CH2:15][CH2:14][CH2:13][CH2:12][CH2:11][CH2:10][CH2:9][CH2:8][CH2:7][CH2:6][CH2:5][CH2:4][CH2:3][CH2:2][Br:1], predict the reactants needed to synthesize it. The reactants are: [Br:1][CH2:2][CH2:3][CH2:4][CH2:5][CH2:6][CH2:7][CH2:8][CH2:9][CH2:10][CH2:11][CH2:12][CH2:13][CH2:14][CH2:15][CH2:16][C:17]([OH:19])=[O:18].CO.[CH3:22]OC(OC)OC. (3) Given the product [C:2]1([C:1]2[CH:6]=[CH:5][CH:4]=[CH:3][CH:2]=2)[CH:3]=[CH:4][CH:5]=[CH:6][C:1]=1[CH2:13][C:14]([N:16]1[CH2:20][CH2:19][C@H:18]([NH:21][C:22]2[N:31]=[C:30]([N:32]3[CH2:37][CH2:36][CH:35]([C:38]([OH:40])=[O:39])[CH2:34][CH2:33]3)[C:29]3[C:24](=[CH:25][CH:26]=[CH:27][CH:28]=3)[N:23]=2)[CH2:17]1)=[O:15], predict the reactants needed to synthesize it. The reactants are: [C:1]1([CH2:13][C:14]([N:16]2[CH2:20][CH2:19][C@H:18]([NH:21][C:22]3[N:31]=[C:30]([N:32]4[CH2:37][CH2:36][CH:35]([C:38]([O:40]CC)=[O:39])[CH2:34][CH2:33]4)[C:29]4[C:24](=[CH:25][CH:26]=[CH:27][CH:28]=4)[N:23]=3)[CH2:17]2)=[O:15])(C2C=CC=CC=2)[CH:6]=[CH:5][CH:4]=[CH:3][CH2:2]1.[OH-].[Na+].Cl. (4) Given the product [Cl:1][C:2]1[N:3]=[C:4]([N:12]2[CH2:17][CH2:16][O:15][CH2:14][CH2:13]2)[C:5]2[S:10][C:9]([C:26]3[CH:27]=[CH:28][C:29]([NH:32][S:41]([CH3:40])(=[O:43])=[O:42])=[N:30][CH:31]=3)=[CH:8][C:6]=2[N:7]=1, predict the reactants needed to synthesize it. The reactants are: [Cl:1][C:2]1[N:3]=[C:4]([N:12]2[CH2:17][CH2:16][O:15][CH2:14][CH2:13]2)[C:5]2[S:10][C:9](I)=[CH:8][C:6]=2[N:7]=1.CC1(C)C(C)(C)OB([C:26]2[CH:27]=[CH:28][C:29]([NH2:32])=[N:30][CH:31]=2)O1.C([O-])([O-])=O.[Na+].[Na+].[CH3:40][S:41](Cl)(=[O:43])=[O:42]. (5) Given the product [NH2:1][C:2]1[CH:13]=[CH:12][C:11]([O:14][Si:15]([C:18]([CH3:19])([CH3:20])[CH3:21])([CH3:16])[CH3:17])=[CH:10][C:3]=1[C:4]([C:22]1[CH:27]=[CH:26][CH:25]=[CH:24][CH:23]=1)=[O:5], predict the reactants needed to synthesize it. The reactants are: [NH2:1][C:2]1[CH:13]=[CH:12][C:11]([O:14][Si:15]([C:18]([CH3:21])([CH3:20])[CH3:19])([CH3:17])[CH3:16])=[CH:10][C:3]=1[C:4](N(OC)C)=[O:5].[C:22]1([Mg]Br)[CH:27]=[CH:26][CH:25]=[CH:24][CH:23]=1.[Cl-].[NH4+]. (6) Given the product [OH:1][C@@H:2]1[C@@H:6]([CH3:7])[CH2:5][C@H:4]([C:8]([OH:10])=[O:9])[CH2:3]1, predict the reactants needed to synthesize it. The reactants are: [OH:1][C@H:2]1[C@H:6]([CH3:7])[CH2:5][C@@H:4]([C:8]([O:10]CC2C=CC=CC=2)=[O:9])[CH2:3]1.O[C@@H]1[C@@H](C)C[C@H](C(OCC2C=CC=CC=2)=O)C1.O[C@H]1[C@H](C)C[C@@H](C(O)=O)C1.